This data is from Forward reaction prediction with 1.9M reactions from USPTO patents (1976-2016). The task is: Predict the product of the given reaction. (1) Given the reactants [Br:1][C:2]1[CH:3]=[C:4]([Cl:11])[C:5]([Cl:10])=[C:6]([CH:9]=1)[CH:7]=O.[CH:12]1([NH2:15])[CH2:14][CH2:13]1.[O-]S([O-])(=O)=O.[Mg+2].[BH4-].[Na+], predict the reaction product. The product is: [Br:1][C:2]1[CH:3]=[C:4]([Cl:11])[C:5]([Cl:10])=[C:6]([CH2:7][NH:15][CH:12]2[CH2:14][CH2:13]2)[CH:9]=1. (2) Given the reactants [Br:1][C:2]1[CH:3]=[CH:4][C:5]([C:8]([NH2:10])=[O:9])=[N:6][CH:7]=1.CO[CH:13](OC)[N:14]([CH3:16])[CH3:15], predict the reaction product. The product is: [Br:1][C:2]1[CH:3]=[CH:4][C:5]([C:8](/[N:10]=[CH:13]/[N:14]([CH3:16])[CH3:15])=[O:9])=[N:6][CH:7]=1. (3) Given the reactants C[O:2][C:3](=[O:35])[C:4]1[CH:9]=[C:8]([N:10]2[C:15]3[CH:16]=[C:17]([O:20][C@H:21]4[CH2:25][CH2:24][N:23]([C:26]([O:28][C:29]([CH3:32])([CH3:31])[CH3:30])=[O:27])[CH2:22]4)[CH:18]=[CH:19][C:14]=3[O:13][CH2:12][CH2:11]2)[CH:7]=[N:6][C:5]=1[O:33][CH3:34].[OH-].[Na+].Cl, predict the reaction product. The product is: [C:29]([O:28][C:26]([N:23]1[CH2:24][CH2:25][C@H:21]([O:20][C:17]2[CH:18]=[CH:19][C:14]3[O:13][CH2:12][CH2:11][N:10]([C:8]4[CH:7]=[N:6][C:5]([O:33][CH3:34])=[C:4]([CH:9]=4)[C:3]([OH:35])=[O:2])[C:15]=3[CH:16]=2)[CH2:22]1)=[O:27])([CH3:32])([CH3:31])[CH3:30]. (4) The product is: [Br:16][CH2:1][C:2]1[CH:11]=[CH:10][C:9]2[C:4](=[CH:5][C:6]([C:12]([F:13])([F:15])[F:14])=[CH:7][CH:8]=2)[N:3]=1. Given the reactants [CH3:1][C:2]1[CH:11]=[CH:10][C:9]2[C:4](=[CH:5][C:6]([C:12]([F:15])([F:14])[F:13])=[CH:7][CH:8]=2)[N:3]=1.[Br:16]N1C(=O)CCC1=O.N(C(C)(C)C#N)=NC(C)(C)C#N, predict the reaction product. (5) Given the reactants [I:1]I.[CH3:3][O:4][C:5]1[CH:10]=[CH:9][C:8]([C:11]2[C:12]([CH3:21])=[CH:13][C:14]([C:17]([O:19][CH3:20])=[O:18])=[N:15][CH:16]=2)=[CH:7][CH:6]=1, predict the reaction product. The product is: [I:1][C:6]1[CH:7]=[C:8]([C:11]2[C:12]([CH3:21])=[CH:13][C:14]([C:17]([O:19][CH3:20])=[O:18])=[N:15][CH:16]=2)[CH:9]=[CH:10][C:5]=1[O:4][CH3:3]. (6) Given the reactants C[O:2][C:3]([C@@H:5]1[CH2:9][C@@H:8]([S:10]([C:13]2[CH:18]=[CH:17][C:16]([Br:19])=[CH:15][C:14]=2[C:20]([F:23])([F:22])[F:21])(=[O:12])=[O:11])[CH2:7][N:6]1[C:24]1[N:25]([CH:30]2[CH2:33][CH2:32][CH2:31]2)[N:26]=[C:27]([CH3:29])[CH:28]=1)=[O:4].[OH-].[Li+], predict the reaction product. The product is: [Br:19][C:16]1[CH:17]=[CH:18][C:13]([S:10]([C@H:8]2[CH2:7][N:6]([C:24]3[N:25]([CH:30]4[CH2:33][CH2:32][CH2:31]4)[N:26]=[C:27]([CH3:29])[CH:28]=3)[C@H:5]([C:3]([OH:4])=[O:2])[CH2:9]2)(=[O:12])=[O:11])=[C:14]([C:20]([F:23])([F:21])[F:22])[CH:15]=1.